From a dataset of Reaction yield outcomes from USPTO patents with 853,638 reactions. Predict the reaction yield, written as a fraction of the theoretical maximum amount of product (1.0 means a 100% yield; for example, 0.34 means a 34% yield). (1) The reactants are [C:1]([CH:6]=P(C1C=CC=CC=1)(C1C=CC=CC=1)C1C=CC=CC=1)([O:3]CC)=[O:2].[F:26][C:27]([F:43])([F:42])[C:28]([NH:30][C:31]1[CH:36]=[C:35]([F:37])[CH:34]=[CH:33][C:32]=1[O:38][CH2:39][CH2:40][CH3:41])=O. The catalyst is C1(C)C=CC=CC=1. The product is [F:26][C:27]([F:43])([F:42])[C:28]([NH:30][C:31]1[CH:36]=[C:35]([F:37])[CH:34]=[CH:33][C:32]=1[O:38][CH2:39][CH2:40][CH3:41])=[CH:6][C:1]([OH:3])=[O:2]. The yield is 0.990. (2) The reactants are Cl[C:2]1[CH:7]=[C:6]([C:8]#[N:9])[CH:5]=[C:4]([N:10]2[CH2:14][CH2:13][CH2:12][CH2:11]2)[N:3]=1.[F:15][C:16]([F:28])([F:27])[O:17][C:18]1[CH:23]=[CH:22][C:21](B(O)O)=[CH:20][CH:19]=1.C([O-])(O)=O.[Na+]. The catalyst is COCCOC.O. The product is [N:10]1([C:4]2[CH:5]=[C:6]([C:8]#[N:9])[CH:7]=[C:2]([C:21]3[CH:20]=[CH:19][C:18]([O:17][C:16]([F:15])([F:27])[F:28])=[CH:23][CH:22]=3)[N:3]=2)[CH2:14][CH2:13][CH2:12][CH2:11]1. The yield is 0.770. (3) The reactants are [CH:1]([O:4][C:5]1[C:10]([NH:11][C:12]2[C:13]3[C:20]([CH3:21])=[C:19]([C:22]([O:24]C)=[O:23])[S:18][C:14]=3[N:15]=[CH:16][N:17]=2)=[CH:9][CH:8]=[CH:7][N:6]=1)([CH3:3])[CH3:2].[OH-].[Na+].Cl. The catalyst is CO. The product is [CH:1]([O:4][C:5]1[C:10]([NH:11][C:12]2[C:13]3[C:20]([CH3:21])=[C:19]([C:22]([OH:24])=[O:23])[S:18][C:14]=3[N:15]=[CH:16][N:17]=2)=[CH:9][CH:8]=[CH:7][N:6]=1)([CH3:3])[CH3:2]. The yield is 0.760.